Dataset: Forward reaction prediction with 1.9M reactions from USPTO patents (1976-2016). Task: Predict the product of the given reaction. Given the reactants [C:1]([O:9][CH3:10])(=[O:8])[C:2]1[CH:7]=[CH:6][N:5]=[CH:4][CH:3]=1.[N+:11](C1C=C([N+]([O-])=O)C=CC=1ON)([O-])=O.[C:25]([C:27]1[CH:32]=[CH:31][C:30]([C:33]([F:36])([F:35])[F:34])=[CH:29][CH:28]=1)#[CH:26].C(=O)([O-])[O-].[K+].[K+], predict the reaction product. The product is: [F:36][C:33]([F:34])([F:35])[C:30]1[CH:31]=[CH:32][C:27]([C:25]2[CH:26]=[N:11][N:5]3[CH:6]=[CH:7][C:2]([C:1]([O:9][CH3:10])=[O:8])=[CH:3][C:4]=23)=[CH:28][CH:29]=1.